From a dataset of Rat liver microsome stability data. Regression/Classification. Given a drug SMILES string, predict its absorption, distribution, metabolism, or excretion properties. Task type varies by dataset: regression for continuous measurements (e.g., permeability, clearance, half-life) or binary classification for categorical outcomes (e.g., BBB penetration, CYP inhibition). Dataset: rlm. (1) The molecule is CCNC(=O)c1ccc(-c2ccc3ncnc(NCC4CCCO4)c3c2)o1. The result is 0 (unstable in rat liver microsomes). (2) The molecule is CC(=O)c1c(C)[nH]c(C(=O)Nc2cccc(S(=O)(=O)Nc3cccnc3)c2)c1C. The result is 1 (stable in rat liver microsomes). (3) The molecule is COc1cc(NC(=O)NCc2cccnc2)ccc1Nc1ncc(Cl)c(Nc2ccc(N3CCOCC3)c(OC)c2)n1. The result is 0 (unstable in rat liver microsomes). (4) The molecule is Cn1ncc2c(N3CCC(C)(C#N)CC3)c(C(=O)N3CCN(S(C)(=O)=O)CC3)cnc21. The result is 0 (unstable in rat liver microsomes). (5) The molecule is C[C@@H](c1ccc2nccn2c1)n1nnc2ncc(-c3cnn(C)c3)nc21. The result is 0 (unstable in rat liver microsomes).